Dataset: Forward reaction prediction with 1.9M reactions from USPTO patents (1976-2016). Task: Predict the product of the given reaction. (1) The product is: [C:10]([C:4]1[CH:5]=[CH:6][C:7]([N:8]([CH3:9])[C:18](=[O:23])[C:19]([F:20])([F:21])[F:22])=[C:2]([Br:1])[CH:3]=1)(=[O:12])[CH3:11]. Given the reactants [Br:1][C:2]1[CH:3]=[C:4]([C:10](=[O:12])[CH3:11])[CH:5]=[CH:6][C:7]=1[NH:8][CH3:9].[F:20][C:19]([F:22])([F:21])[C:18](O[C:18](=[O:23])[C:19]([F:22])([F:21])[F:20])=[O:23].CCN(CC)CC, predict the reaction product. (2) Given the reactants Cl.[CH3:2][O:3][C:4](=[O:11])[C@H:5]([C@H:7]([CH2:9][CH3:10])[CH3:8])[NH2:6].[Cl:12][C:13]1[CH:18]=[CH:17][C:16]([S:19](Cl)(=[O:21])=[O:20])=[CH:15][CH:14]=1.C(N(CC)CC)C, predict the reaction product. The product is: [CH3:2][O:3][C:4](=[O:11])[C@H:5]([C@H:7]([CH2:9][CH3:10])[CH3:8])[NH:6][S:19]([C:16]1[CH:17]=[CH:18][C:13]([Cl:12])=[CH:14][CH:15]=1)(=[O:21])=[O:20].